This data is from Reaction yield outcomes from USPTO patents with 853,638 reactions. The task is: Predict the reaction yield, written as a fraction of the theoretical maximum amount of product (1.0 means a 100% yield; for example, 0.34 means a 34% yield). The catalyst is C1(C)C=CC=CC=1. The yield is 0.600. The product is [CH2:21]([O:15][C:13]1[C:12]2[CH:16]=[C:17]([F:20])[CH:18]=[CH:19][C:11]=2[O:10][CH:9]=[C:8]([C:5]2[CH:4]=[CH:3][C:2]([Br:1])=[CH:7][CH:6]=2)[N:14]=1)[C:22]1[CH:27]=[CH:26][CH:25]=[CH:24][CH:23]=1. The reactants are [Br:1][C:2]1[CH:7]=[CH:6][C:5]([C:8]2[NH:14][C:13](=[O:15])[C:12]3[CH:16]=[C:17]([F:20])[CH:18]=[CH:19][C:11]=3[O:10][CH:9]=2)=[CH:4][CH:3]=1.[CH2:21](Br)[C:22]1[CH:27]=[CH:26][CH:25]=[CH:24][CH:23]=1.